This data is from Forward reaction prediction with 1.9M reactions from USPTO patents (1976-2016). The task is: Predict the product of the given reaction. (1) Given the reactants [C:1]([O:4][CH:5]([C:9]1[CH:14]=[C:13]([O:15][CH3:16])[C:12]([O:17][CH3:18])=[C:11]([O:19][CH3:20])[CH:10]=1)[C:6]([OH:8])=O)(=[O:3])[CH3:2].[C:21](N1C=CN=C1)([N:23]1C=CN=[CH:24]1)=[O:22].CNC[C:36]1[CH:41]=[CH:40][C:39]2O[CH2:43][CH2:44][O:45][C:38]=2[CH:37]=1, predict the reaction product. The product is: [CH3:20][O:19][C:11]1[CH:10]=[C:9]([C:5]2([O:4][C:1](=[O:3])[CH3:2])[C:6]3[O:8][CH2:43][CH2:44][O:45][C:38]=3[CH:37]=[CH:36][CH:41]2[CH2:40][CH2:39][C:21]([NH:23][CH3:24])=[O:22])[CH:14]=[C:13]([O:15][CH3:16])[C:12]=1[O:17][CH3:18]. (2) Given the reactants [N:1]([CH2:4][C:5]1([CH3:29])[CH2:9][C:8]2[CH:10]=[C:11]([C:15]3[CH:20]=[CH:19][C:18]([C:21]([N:23]4[CH2:28][CH2:27][O:26][CH2:25][CH2:24]4)=[O:22])=[CH:17][CH:16]=3)[CH:12]=[C:13]([Cl:14])[C:7]=2[O:6]1)=[N+]=[N-], predict the reaction product. The product is: [NH2:1][CH2:4][C:5]1([CH3:29])[CH2:9][C:8]2[CH:10]=[C:11]([C:15]3[CH:16]=[CH:17][C:18]([C:21]([N:23]4[CH2:24][CH2:25][O:26][CH2:27][CH2:28]4)=[O:22])=[CH:19][CH:20]=3)[CH:12]=[C:13]([Cl:14])[C:7]=2[O:6]1.